Predict the reaction yield, written as a fraction of the theoretical maximum amount of product (1.0 means a 100% yield; for example, 0.34 means a 34% yield). From a dataset of Reaction yield outcomes from USPTO patents with 853,638 reactions. (1) The reactants are C([O:8][C:9](=[O:23])[CH2:10][N:11]1[C:15]([C:16]2[CH:21]=[CH:20][C:19]([CH3:22])=[CH:18][CH:17]=2)=[N:14][N:13]=[N:12]1)C1C=CC=CC=1. The catalyst is CO.[Pd]. The product is [C:19]1([CH3:22])[CH:18]=[CH:17][C:16]([C:15]2[N:11]([CH2:10][C:9]([OH:23])=[O:8])[N:12]=[N:13][N:14]=2)=[CH:21][CH:20]=1. The yield is 0.920. (2) The reactants are I[C:2]1[CH:3]=[C:4]([CH2:8][CH2:9][N:10]2[CH2:15][CH2:14][N:13]([C:16]3[CH:25]=[CH:24][CH:23]=[C:22]4[C:17]=3[CH:18]=[CH:19][C:20]([CH3:26])=[N:21]4)[CH2:12][CH2:11]2)[CH:5]=[CH:6][CH:7]=1.[NH:27]1[C:31]2=[N:32][CH2:33][CH2:34][N:30]2[CH:29]=[N:28]1.P([O-])([O-])([O-])=O.[K+].[K+].[K+]. The catalyst is COCCOC.CO.C([O-])(=O)C.[Pd+2].C([O-])(=O)C. The product is [N:27]1[N:28]=[CH:29][N:30]2[CH2:34][CH2:33][N:32]([C:2]3[CH:3]=[C:4]([CH2:8][CH2:9][N:10]4[CH2:15][CH2:14][N:13]([C:16]5[CH:25]=[CH:24][CH:23]=[C:22]6[C:17]=5[CH:18]=[CH:19][C:20]([CH3:26])=[N:21]6)[CH2:12][CH2:11]4)[CH:5]=[CH:6][CH:7]=3)[C:31]=12. The yield is 0.260. (3) The reactants are [CH2:1]([O:3][C:4]([C:6]1[NH:7][C:8]2[C:13]([CH:14]=1)=[CH:12][CH:11]=[CH:10][CH:9]=2)=[O:5])[CH3:2].C(#N)C.[Cl:18]N1C(=O)CCC1=O. No catalyst specified. The product is [CH2:1]([O:3][C:4]([C:6]1[NH:7][C:8]2[C:13]([C:14]=1[Cl:18])=[CH:12][CH:11]=[CH:10][CH:9]=2)=[O:5])[CH3:2]. The yield is 0.670. (4) The reactants are [NH2:1][C:2]12[CH2:10][N:9]([C:11]3[C:20]([O:21][CH3:22])=[C:19]4[C:14]([C:15](=[O:30])[C:16]([C:27]([OH:29])=[O:28])=[CH:17][N:18]4[C@@H:23]4[CH2:25][C@@H:24]4[F:26])=[CH:13][C:12]=3[F:31])[CH2:8][C:7]31[CH:5]([CH2:6]3)[CH2:4][CH2:3]2.[CH3:32][S:33]([OH:36])(=[O:35])=[O:34].O. The catalyst is C(O)C. The product is [CH3:32][S:33]([OH:36])(=[O:35])=[O:34].[NH2:1][C:2]12[CH2:10][N:9]([C:11]3[C:20]([O:21][CH3:22])=[C:19]4[C:14]([C:15](=[O:30])[C:16]([C:27]([OH:29])=[O:28])=[CH:17][N:18]4[C@@H:23]4[CH2:25][C@@H:24]4[F:26])=[CH:13][C:12]=3[F:31])[CH2:8][C:7]31[CH:5]([CH2:6]3)[CH2:4][CH2:3]2. The yield is 0.950. (5) The reactants are [NH2:1][CH2:2][C:3]1[CH:16]=[CH:15][C:14]2[O:13][C:12]3[C:7]4=[C:8]([C:17](=[O:20])[NH:18][N:19]=[C:6]4[C:5]=2[CH:4]=1)[CH:9]=[CH:10][CH:11]=3.C(N(C(C)C)CC)(C)C.Cl.N1C=CC([C:36]([NH2:38])=[NH:37])=N1.C(OCC)C. The catalyst is CN(C=O)C. The product is [O:20]=[C:17]1[C:8]2[CH:9]=[CH:10][CH:11]=[C:12]3[O:13][C:14]4[CH:15]=[CH:16][C:3]([CH2:2][NH:1][C:36]([NH2:38])=[NH:37])=[CH:4][C:5]=4[C:6]([C:7]=23)=[N:19][NH:18]1. The yield is 0.830.